From a dataset of Reaction yield outcomes from USPTO patents with 853,638 reactions. Predict the reaction yield, written as a fraction of the theoretical maximum amount of product (1.0 means a 100% yield; for example, 0.34 means a 34% yield). (1) The catalyst is CO.C(O)(=O)C. The reactants are [CH3:1][CH:2]1[CH2:7][CH2:6][N:5]([S:8]([C:11]2[CH:12]=[C:13]([CH:18]=[CH:19][CH:20]=2)[C:14]([NH:16][NH2:17])=[O:15])(=[O:10])=[O:9])[CH2:4][CH2:3]1.[Cl:21][C:22]1[CH:23]=[CH:24][C:25]([OH:31])=[C:26]([C:28](=O)[CH3:29])[CH:27]=1. The yield is 0.136. The product is [Cl:21][C:22]1[CH:23]=[CH:24][C:25]([OH:31])=[C:26](/[C:28](=[N:17]/[NH:16][C:14](=[O:15])[C:13]2[CH:18]=[CH:19][CH:20]=[C:11]([S:8]([N:5]3[CH2:6][CH2:7][CH:2]([CH3:1])[CH2:3][CH2:4]3)(=[O:10])=[O:9])[CH:12]=2)/[CH3:29])[CH:27]=1. (2) The reactants are [C:1]([C:3]1[CH:8]=[CH:7][CH:6]=[CH:5][C:4]=1[C:9]1[CH:14]=[CH:13][C:12]([CH2:15][CH:16]([C:21](=O)[CH2:22][CH2:23][CH2:24][CH3:25])[C:17](OC)=[O:18])=[CH:11][CH:10]=1)#[N:2].[CH3:27][C:28]1[NH:29][C:30]([NH:33][CH:34]2[CH2:39][CH2:38][O:37][CH2:36][CH2:35]2)=[N:31][N:32]=1. No catalyst specified. The product is [CH2:22]([C:21]1[N:31]2[N:32]=[C:28]([CH3:27])[N:29]=[C:30]2[N:33]([CH:34]2[CH2:39][CH2:38][O:37][CH2:36][CH2:35]2)[C:17](=[O:18])[C:16]=1[CH2:15][C:12]1[CH:11]=[CH:10][C:9]([C:4]2[C:3]([C:1]#[N:2])=[CH:8][CH:7]=[CH:6][CH:5]=2)=[CH:14][CH:13]=1)[CH2:23][CH2:24][CH3:25]. The yield is 0.660. (3) The reactants are [OH:1][C:2]([C:5]1[C:13]2[C:8](=[CH:9][C:10]([C:14]([O:16]C)=[O:15])=[CH:11][CH:12]=2)[N:7]([C:18]2[CH:22]=[CH:21][S:20][CH:19]=2)[N:6]=1)([CH3:4])[CH3:3].CO.[OH-].[Na+]. The catalyst is O1CCCC1. The product is [OH:1][C:2]([C:5]1[C:13]2[C:8](=[CH:9][C:10]([C:14]([OH:16])=[O:15])=[CH:11][CH:12]=2)[N:7]([C:18]2[CH:22]=[CH:21][S:20][CH:19]=2)[N:6]=1)([CH3:3])[CH3:4]. The yield is 0.930. (4) The reactants are [Cl:1][C:2]1[N:10]=[C:9]2[C:5]([N:6]=[CH:7][NH:8]2)=[C:4](Cl)[N:3]=1.Cl.[CH3:13][O:14][C:15](=[O:24])[C:16]1[CH:21]=[CH:20][C:19]([CH2:22][NH2:23])=[CH:18][CH:17]=1.C([O-])(O)=O.[Na+]. The catalyst is O. The yield is 0.600. The product is [CH3:13][O:14][C:15](=[O:24])[C:16]1[CH:21]=[CH:20][C:19]([CH2:22][NH:23][C:4]2[N:3]=[C:2]([Cl:1])[N:10]=[C:9]3[C:5]=2[N:6]=[CH:7][NH:8]3)=[CH:18][CH:17]=1. (5) The reactants are ClC1C=CC(CNC(=O)C[C@@H]2CC=CC[C@H](NC(=O)OCC3C4C=CC=CC=4C4C3=CC=CC=4)C(=O)[O:15][CH2:14][C@@H:13]3CCCN3C2=O)=CC=1.N1CCCCC1.[NH2:54][C@@H:55]1[C:66](=[O:67])[O:65][CH2:64][C@@H:63]2[CH2:68][CH2:69][CH2:70][N:62]2[C:61](=[O:71])[C@H:60]([CH2:72][C:73]([NH:75][CH2:76][C:77]2[CH:82]=[CH:81][C:80]([Cl:83])=[CH:79][CH:78]=2)=[O:74])[CH2:59][CH:58]=[CH:57][CH2:56]1.C(N(CC)CC)C.C(OC(=O)C)(=O)C. The catalyst is CN(C=O)C. The product is [C:14]([NH:54][C@@H:55]1[C:66](=[O:67])[O:65][CH2:64][C@@H:63]2[CH2:68][CH2:69][CH2:70][N:62]2[C:61](=[O:71])[C@H:60]([CH2:72][C:73]([NH:75][CH2:76][C:77]2[CH:82]=[CH:81][C:80]([Cl:83])=[CH:79][CH:78]=2)=[O:74])[CH2:59][CH:58]=[CH:57][CH2:56]1)(=[O:15])[CH3:13]. The yield is 0.430. (6) The reactants are [CH3:1][CH2:2][CH2:3][CH2:4][CH2:5][CH2:6][CH2:7][CH2:8][CH2:9][CH2:10][CH2:11][CH2:12][CH2:13][CH2:14][CH2:15][C:16]([O:18]CC([O:18][C:16]([CH2:15][CH2:14][CH2:13][CH2:12][CH2:11][CH2:10][CH2:9][CH2:8][CH2:7][CH2:6][CH2:5][CH2:4][CH2:3][CH2:2][CH3:1])=[O:17])C[O:18][C:16]([CH2:15][CH2:14][CH2:13][CH2:12][CH2:11][CH2:10][CH2:9][CH2:8][CH2:7][CH2:6][CH2:5][CH2:4][CH2:3][CH2:2][CH3:1])=[O:17])=[O:17].[C:58]([OH:75])(=[O:74])[CH2:59][CH2:60][CH2:61][CH2:62][CH2:63][CH2:64][CH2:65]/[CH:66]=[CH:67]\[CH2:68][CH2:69][CH2:70][CH2:71][CH2:72][CH3:73]. No catalyst specified. The product is [C:16]([O-:18])(=[O:17])[CH2:15][CH2:14][CH2:13][CH2:12][CH2:11][CH2:10][CH2:9][CH2:8][CH2:7][CH2:6][CH2:5][CH2:4][CH2:3][CH2:2][CH3:1].[C:58]([O-:75])(=[O:74])[CH2:59][CH2:60][CH2:61][CH2:62][CH2:63][CH2:64][CH2:65]/[CH:66]=[CH:67]\[CH2:68][CH2:69][CH2:70][CH2:71][CH2:72][CH3:73]. The yield is 0.510. (7) The reactants are [CH:1]1([Mg]Br)[CH2:3][CH2:2]1.Br[C:7]1[C:16]2[C:11](=[CH:12][CH:13]=[CH:14][CH:15]=2)[CH:10]=[CH:9][CH:8]=1. The catalyst is O1CCCC1.Cl[Ni]1(Cl)[P](C2C=CC=CC=2)(C2C=CC=CC=2)CCC[P]1(C1C=CC=CC=1)C1C=CC=CC=1. The product is [CH:1]1([C:15]2[C:16]3[C:11](=[CH:10][CH:9]=[CH:8][CH:7]=3)[CH:12]=[CH:13][CH:14]=2)[CH2:3][CH2:2]1. The yield is 0.760. (8) The reactants are [CH3:1][O:2][C:3]1[CH:29]=[CH:28][C:6]([CH2:7][N:8]2[C:12]3[N:13]=[CH:14][C:15]4[CH2:16][N:17](C(OC(C)(C)C)=O)[CH2:18][CH2:19][C:20]=4[C:11]=3[CH:10]=[N:9]2)=[CH:5][CH:4]=1.FC(F)(F)C(O)=O. The catalyst is ClCCl. The product is [CH3:1][O:2][C:3]1[CH:4]=[CH:5][C:6]([CH2:7][N:8]2[C:12]3[N:13]=[CH:14][C:15]4[CH2:16][NH:17][CH2:18][CH2:19][C:20]=4[C:11]=3[CH:10]=[N:9]2)=[CH:28][CH:29]=1. The yield is 0.800. (9) The product is [F:24][C:20]1[CH:19]=[C:18]([CH:23]=[CH:22][CH:21]=1)[CH2:17][CH2:16][N:14]1[CH:15]=[C:11]([C:10]2[C:4]3[C:5](=[N:6][CH:7]=[C:2]([C:40]4[CH:41]=[CH:42][C:37]([O:36][CH3:35])=[C:38]([NH:8][S:25]([CH3:28])(=[O:27])=[O:26])[CH:39]=4)[CH:3]=3)[N:8]([S:25]([C:28]3[CH:34]=[CH:33][C:31]([CH3:32])=[CH:30][CH:29]=3)(=[O:27])=[O:26])[CH:9]=2)[CH:12]=[N:13]1. The catalyst is COCCOC.O.Cl[Pd](Cl)([P](C1C=CC=CC=1)(C1C=CC=CC=1)C1C=CC=CC=1)[P](C1C=CC=CC=1)(C1C=CC=CC=1)C1C=CC=CC=1. The reactants are Br[C:2]1[CH:3]=[C:4]2[C:10]([C:11]3[CH:12]=[N:13][N:14]([CH2:16][CH2:17][C:18]4[CH:23]=[CH:22][CH:21]=[C:20]([F:24])[CH:19]=4)[CH:15]=3)=[CH:9][N:8]([S:25]([C:28]3[CH:34]=[CH:33][C:31]([CH3:32])=[CH:30][CH:29]=3)(=[O:27])=[O:26])[C:5]2=[N:6][CH:7]=1.[CH3:35][O:36][C:37]1[CH:42]=[CH:41][C:40](B2OC(C)(C)C(C)(C)O2)=[CH:39][C:38]=1CS(N)(=O)=O.C(=O)([O-])[O-].[Na+].[Na+]. The yield is 0.438.